Dataset: Reaction yield outcomes from USPTO patents with 853,638 reactions. Task: Predict the reaction yield, written as a fraction of the theoretical maximum amount of product (1.0 means a 100% yield; for example, 0.34 means a 34% yield). (1) The reactants are [NH2:1][C@H:2]([C:4]1[N:13]([C:14]2[CH:19]=[CH:18][CH:17]=[C:16]([O:20][CH2:21][C:22]([F:28])([F:27])[C:23]([F:26])([F:25])[F:24])[CH:15]=2)[C:12](=[O:29])[C:11]2[C:6](=[CH:7][CH:8]=[CH:9][C:10]=2[F:30])[N:5]=1)[CH3:3].Cl[C:32]1[C:33]2[CH:40]=[CH:39][NH:38][C:34]=2[N:35]=[CH:36][N:37]=1.C(N(C(C)C)CC)(C)C. The catalyst is CC(O)(C)C. The product is [N:35]1[C:34]2[NH:38][CH:39]=[CH:40][C:33]=2[C:32]([NH:1][C@H:2]([C:4]2[N:13]([C:14]3[CH:19]=[CH:18][CH:17]=[C:16]([O:20][CH2:21][C:22]([F:28])([F:27])[C:23]([F:24])([F:25])[F:26])[CH:15]=3)[C:12](=[O:29])[C:11]3[C:6](=[CH:7][CH:8]=[CH:9][C:10]=3[F:30])[N:5]=2)[CH3:3])=[N:37][CH:36]=1. The yield is 0.110. (2) The reactants are [Cl:1][C:2]1[CH:7]=[CH:6][C:5]([C:8]([CH3:13])([CH3:12])[C:9]([OH:11])=O)=[CH:4][C:3]=1[O:14][CH3:15].Cl.[CH3:17][NH:18][O:19][CH3:20].CCN=C=NCCCN(C)C.Cl. The catalyst is C(Cl)Cl.CN(C1C=CN=CC=1)C. The product is [Cl:1][C:2]1[CH:7]=[CH:6][C:5]([C:8]([CH3:13])([CH3:12])[C:9]([N:18]([O:19][CH3:20])[CH3:17])=[O:11])=[CH:4][C:3]=1[O:14][CH3:15]. The yield is 0.960. (3) The reactants are [N:1]([CH2:4][CH2:5][NH:6]C(=O)CCCCCCCCCCCCC)=[N+:2]=[N-:3].[C:22]1([S:28](Cl)(=[O:30])=[O:29])[CH:27]=[CH:26][CH:25]=[CH:24][CH:23]=1.N(CCN)=[N+]=[N-].C(N(CC)CC)C. The catalyst is ClCCl. The product is [N:1]([CH2:4][CH2:5][NH:6][S:28]([C:22]1[CH:27]=[CH:26][CH:25]=[CH:24][CH:23]=1)(=[O:30])=[O:29])=[N+:2]=[N-:3]. The yield is 0.840.